This data is from Full USPTO retrosynthesis dataset with 1.9M reactions from patents (1976-2016). The task is: Predict the reactants needed to synthesize the given product. The reactants are: [F:1][C:2]1[C:7]([CH:8]([OH:18])[C:9]2[C:17]3[C:12](=[N:13][CH:14]=[CH:15][N:16]=3)[NH:11][CH:10]=2)=[C:6]([F:19])[CH:5]=[CH:4][C:3]=1[NH:20][S:21]([CH2:24][CH2:25][CH3:26])(=[O:23])=[O:22].CC(OI1(OC(C)=O)(OC(C)=O)OC(=O)C2C=CC=CC1=2)=O. Given the product [F:1][C:2]1[C:7]([C:8]([C:9]2[C:17]3[C:12](=[N:13][CH:14]=[CH:15][N:16]=3)[NH:11][CH:10]=2)=[O:18])=[C:6]([F:19])[CH:5]=[CH:4][C:3]=1[NH:20][S:21]([CH2:24][CH2:25][CH3:26])(=[O:23])=[O:22], predict the reactants needed to synthesize it.